From a dataset of Forward reaction prediction with 1.9M reactions from USPTO patents (1976-2016). Predict the product of the given reaction. (1) Given the reactants [Cl:1][C:2]1[CH:7]=[C:6]([N+:8]([O-:10])=[O:9])[CH:5]=[CH:4][C:3]=1[CH2:11][C:12]([OH:14])=O.C1N=CN(C(N2C=NC=C2)=O)C=1.Cl.[O:28]([NH2:30])[CH3:29], predict the reaction product. The product is: [Cl:1][C:2]1[CH:7]=[C:6]([N+:8]([O-:10])=[O:9])[CH:5]=[CH:4][C:3]=1[CH2:11][C:12]([NH:30][O:28][CH3:29])=[O:14]. (2) Given the reactants [C:1]([CH:4]([CH2:9][C:10]([O:12][CH3:13])=[O:11])[C:5]([O:7]C)=O)(=O)[CH3:2].[NH2:14][C:15]1[CH:19]=[C:18]([C:20]2[CH:25]=[CH:24][CH:23]=[CH:22][CH:21]=2)[NH:17][N:16]=1, predict the reaction product. The product is: [OH:7][C:5]1[N:16]2[N:17]=[C:18]([C:20]3[CH:25]=[CH:24][CH:23]=[CH:22][CH:21]=3)[CH:19]=[C:15]2[N:14]=[C:1]([CH3:2])[C:4]=1[CH2:9][C:10]([O:12][CH3:13])=[O:11]. (3) Given the reactants [C:1]([O:5][C:6](=[O:19])[C:7]([S:10][C:11]1[S:12][CH:13]=[C:14]([CH2:16][CH2:17][OH:18])[N:15]=1)([CH3:9])[CH3:8])([CH3:4])([CH3:3])[CH3:2].[Br:20][C:21]1[CH:22]=[N:23][C:24](Cl)=[N:25][CH:26]=1.CC(C)([O-])C.[K+].O, predict the reaction product. The product is: [C:1]([O:5][C:6](=[O:19])[C:7]([S:10][C:11]1[S:12][CH:13]=[C:14]([CH2:16][CH2:17][O:18][C:24]2[N:25]=[CH:26][C:21]([Br:20])=[CH:22][N:23]=2)[N:15]=1)([CH3:9])[CH3:8])([CH3:2])([CH3:4])[CH3:3]. (4) Given the reactants [CH3:1][O:2][C:3]([CH:5]1[CH2:9][CH2:8][N:7]([CH2:10][CH:11]2[O:16][C:15]3[CH:17]=[CH:18][CH:19]=[CH:20][C:14]=3[O:13][CH2:12]2)[CH2:6]1)=[O:4].[CH:21](NC(C)C)(C)C.[Li].IC, predict the reaction product. The product is: [CH3:1][O:2][C:3]([C:5]1([CH3:21])[CH2:9][CH2:8][N:7]([CH2:10][CH:11]2[O:16][C:15]3[CH:17]=[CH:18][CH:19]=[CH:20][C:14]=3[O:13][CH2:12]2)[CH2:6]1)=[O:4]. (5) Given the reactants Cl.[CH3:2][C:3]1[CH:8]=[CH:7][C:6]([NH:9][NH2:10])=[CH:5][CH:4]=1.C(=O)([O-])[O-].[K+].[K+].[C:17](OC(=O)C)(=[O:19])[CH3:18], predict the reaction product. The product is: [CH3:2][C:3]1[CH:8]=[CH:7][C:6]([NH:9][NH:10][C:17](=[O:19])[CH3:18])=[CH:5][CH:4]=1. (6) Given the reactants [CH3:1][C:2]([CH3:9])([CH2:5][O:6][CH2:7][CH3:8])[CH2:3][OH:4].[Si:10](Cl)([C:13]([CH3:16])([CH3:15])[CH3:14])([CH3:12])[CH3:11], predict the reaction product. The product is: [CH3:1][C:2]([CH3:9])([CH2:3][O:4][Si:10]([C:13]([CH3:16])([CH3:15])[CH3:14])([CH3:12])[CH3:11])[CH2:5][O:6][CH2:7][CH3:8]. (7) The product is: [NH:13]1[CH2:14][CH2:15][CH2:16][CH:11]([O:10][C:6]2[CH:5]=[C:4]3[C:9](=[CH:8][CH:7]=2)[NH:1][N:2]=[CH:3]3)[CH2:12]1. Given the reactants [NH:1]1[C:9]2[C:4](=[CH:5][C:6]([O:10][CH:11]3[CH2:16][CH2:15][CH2:14][N:13](C(OC(C)(C)C)=O)[CH2:12]3)=[CH:7][CH:8]=2)[CH:3]=[N:2]1.Cl.O1CCOCC1, predict the reaction product. (8) The product is: [OH:9][C:10]1[CH:11]=[C:12]([C:16]([CH3:27])([CH3:26])[CH2:17][CH2:18][CH2:19][CH2:20][C:21]([N:23]([CH3:25])[CH3:24])=[O:22])[CH:13]=[CH:14][CH:15]=1. Given the reactants B(Br)(Br)Br.C(Cl)Cl.C[O:9][C:10]1[CH:11]=[C:12]([C:16]([CH3:27])([CH3:26])[CH2:17][CH2:18][CH2:19][CH2:20][C:21]([N:23]([CH3:25])[CH3:24])=[O:22])[CH:13]=[CH:14][CH:15]=1, predict the reaction product.